This data is from Experimentally validated miRNA-target interactions with 360,000+ pairs, plus equal number of negative samples. The task is: Binary Classification. Given a miRNA mature sequence and a target amino acid sequence, predict their likelihood of interaction. (1) The miRNA is mmu-miR-669g with sequence UGCAUUGUAUGUGUUGACAUGAU. The protein sequence of the target gene is MTGGFCVPVLLAAWLAAAAAEGLEQAALPAEESRVQPMTASNWTLVMEGEWMLKFYAPWCPSCQQTDSEWETFAKNGETLQISVGKVDVIQEPGLSGRFFVTTLPAFFHAKDGIFRRYRGPGIYEDLQNYILEKKWQSVEPLTGWKSPASLTMSGMAGLFSISGKIWHLHNYFTVTLGIPAWCSYVFFVIATLVFGLFMGLILVVISECFCVPLPRASSERCEQEQSTGEAQGAEQLQDAEEEKDDSNEEENKDSLVDDEEEKEDIGDEDEGEEDEEEDNLAGIMAEERSDTNERAVVKE.... Result: 0 (no interaction). (2) The miRNA is rno-miR-129-5p with sequence CUUUUUGCGGUCUGGGCUUGC. The protein sequence of the target gene is MPSESFCLAAQSRLDSKWLKTDIQLAFTRDGLCGLWNEMVKDGEIVYTGTELAQNRELPLRKDDGVDAQSGTKKEDLNDKEKKEEEETPAPVYRAKSILESWVWGRQPDVNELKECLSVLVKEQQALAVQSATTTLSALRLKQRLVILERYFIALNRTVFQENVKVKWKSSSISVPPTEKKSARPTGRGVEGLARVGSRAALSFAFAFLRRAWRSGEDADLCSELLQESLDALRALPEASLFDESTVSSVWLEVVERATRFLRSVVTGDVHGTPGTKGPGGVPLQDQHLALAILLELAVQ.... Result: 0 (no interaction). (3) The miRNA is ath-miR859 with sequence UCUCUCUGUUGUGAAGUCAAA. The protein sequence of the target gene is MATGDLKRSLRNLEQVLRLLNYPEEVDCVGLIKGDPAASLPIISYSFTSYSPYVTELIMESNVELIAKNDLRFIDAVYKLLRDQFNYKPILTKKQFIQCGFAEWKIQIVCDILNCVMKKHKELSSLQKIPSQQRKKISSGKSEPPLGNEKISAEAVGVDISGRFMTSGKKKAVVIRHLYNEDNVDISEDTLSPITDVNEAVDVSDLNATEIKMPEVKVPEIKAEQQDVNVNPEITALQTMLAECQENLKKLTSIEKRLDCLEQKMKGKVMVDENTWTNLLSRVTLLETEMLLSKKNDEFI.... Result: 0 (no interaction). (4) The miRNA is hsa-miR-3130-5p with sequence UACCCAGUCUCCGGUGCAGCC. The protein sequence of the target gene is MPLPEPSEQDCESLRAGQEPSVGARKPQESSNLVPARDKERPKPTDVASQETSSTATLPNNTLQVAPVKKQGRIIHRKRSRVDAVPPQPLEFLKTPFGGRLLVHKSFLYKQEKAVGDKVYWKCRQHSELSCRGRAITRGFRVTEMRDHCHPPEKEGLDRKKRHRGRPPSSALPEGAEVQEDEVSLWLYPVEPEPTPQPSIETPEEEQGYRSLALQSLPPKKRPTPGVVRYRPLEFLKTCYGGTFLVHQSFLYKREKTVGGKVYWTCREHAVHGCRSRAITQGQRVTVMRSHCHSPDIEGL.... Result: 0 (no interaction). (5) The miRNA is mmu-miR-3470a with sequence UCACUUUGUAGACCAGGCUGG. The protein sequence of the target gene is MRFKFPLMAISLEVAMIVLFGLFVEYETPQNASQKNASHQNASQQGNTSSSAKKDQFFQLYPLFQDVHVMIFVGFGFLMTFLKKYGFSGVGFNLFLAALGLQWGTIMQGLLHSHGKEFHFGIYNMINADFSTATVLISFGAVLGKTSPIQMLIMTILEIAVFAGNEYLVTELFEASDTGASMTIHAFGAYFGLAVAGVLYRPGLRCEHPNDESVYHSDLFAMIGTLFLWIFWPSFNSAIADPGDHQYRAIVNTYMSLAACVITAYALSSLVERRGRLDMVHIQNATLAGGVAVGTCADME.... Result: 1 (interaction). (6) The miRNA is hsa-miR-516a-3p with sequence UGCUUCCUUUCAGAGGGU. The protein sequence of the target gene is MAAEIHSRPQSSRPVLLSKIEGHQDAVTAALLIPKEDGVITASEDRTIRVWLKRDSGQYWPSIYHTMASPCSAMAYHHDSRRIFVGQDNGAVMEFHVSEDFNKMNFIKTYPAHQNRVSAIIFSLATEWVISTGHDKCVSWMCTRSGNMLGRHFFTSWASCLQYDFDTQYAFVGDYSGQITLLKLEQNTCSVITTLKGHEGSVACLWWDPIQRLLFSGASDNSIIMWDIGGRKGRTLLLQGHHDKVQSLCYLQLTRQLVSCSSDGGIAVWNMDVSREEAPQWLESDSCQKCEQPFFWNIKQ.... Result: 1 (interaction). (7) The miRNA is hsa-miR-939-3p with sequence CCCUGGGCCUCUGCUCCCCAG. The protein sequence of the target gene is MAGLEVLFASAAPAITCRQDALVCFLHWEVVTHGYFGLGVGDQPGPNDKKSELLPAGWNNNKDLYVLRYEYKDGSRKLLVKAITVESSMILNVLEYGSQQVADLTLNLDDYIDAEHLGDFHRTYKNSEELRSRIVSGIITPIHEQWEKANVSSPHREFPPATAREVDPLRIPPHHPHTSRQPPWCDPLGPFVVGGEDLDPFGPRRGGMIVDPLRSGFPRALIDPSSGLPNRLPPGAVPPGARFDPFGPIGTSPPGPNPDHLPPPGYDDMYL. Result: 1 (interaction).